Dataset: Full USPTO retrosynthesis dataset with 1.9M reactions from patents (1976-2016). Task: Predict the reactants needed to synthesize the given product. (1) Given the product [Br:1][C:2]1[N:3]=[CH:4][C:5]([CH2:8][CH2:9][N:11]2[CH2:15][CH2:14][CH2:13][C:12]2=[O:16])=[CH:6][CH:7]=1, predict the reactants needed to synthesize it. The reactants are: [Br:1][C:2]1[CH:7]=[CH:6][C:5]([CH2:8][CH2:9]Br)=[CH:4][N:3]=1.[NH:11]1[CH2:15][CH2:14][CH2:13][C:12]1=[O:16].[H-].[Na+]. (2) Given the product [NH2:31][C:30]1[C:12]([CH:11]([CH:32]2[CH2:37][CH2:36][O:35][CH2:34][CH2:33]2)[CH2:10][CH2:9][C:8]([N:7]([CH:1]2[CH2:6][CH2:5][CH2:4][CH2:3][CH2:2]2)[CH3:39])=[O:38])=[CH:13][C:14]2[C:15](=[CH:16][CH:17]=[C:18]([O:20][C:21]3[CH:26]=[CH:25][CH:24]=[CH:23][CH:22]=3)[CH:19]=2)[N:27]=1, predict the reactants needed to synthesize it. The reactants are: [CH:1]1([N:7]([CH3:39])[C:8](=[O:38])[CH2:9][CH2:10][CH:11]([CH:32]2[CH2:37][CH2:36][O:35][CH2:34][CH2:33]2)[C:12]([C:30]#[N:31])=[CH:13][C:14]2[CH:19]=[C:18]([O:20][C:21]3[CH:26]=[CH:25][CH:24]=[CH:23][CH:22]=3)[CH:17]=[CH:16][C:15]=2[N+:27]([O-])=O)[CH2:6][CH2:5][CH2:4][CH2:3][CH2:2]1.[NH4+].[Cl-]. (3) Given the product [CH2:10]=[CH:11][C:12]1[CH:17]=[CH:16][CH:15]=[CH:14][CH:13]=1.[CH3:3][C:2]([C:4]([O:6][CH2:7][CH2:8][OH:9])=[O:5])=[CH2:1], predict the reactants needed to synthesize it. The reactants are: [CH3:1][C:2]([C:4]([O:6][CH2:7][CH2:8][OH:9])=[O:5])=[CH2:3].[CH2:10]=[CH:11][C:12]1[CH:17]=[CH:16][CH:15]=[CH:14][CH:13]=1. (4) Given the product [CH2:18]([O:17][C:15]([C:14]1[C:13](=[O:20])[NH:12][N:11]=[C:10]([CH:21]2[CH2:22][CH2:23][CH2:24][CH2:25][CH2:26]2)[C:9]=1[OH:27])=[O:16])[CH3:19], predict the reactants needed to synthesize it. The reactants are: C([O-])(=O)C.[Na+].C(O[C:9](=[O:27])[C:10]([CH:21]1[CH2:26][CH2:25][CH2:24][CH2:23][CH2:22]1)=[N:11][NH:12][C:13](=[O:20])[CH2:14][C:15]([O:17][CH2:18][CH3:19])=[O:16])C.Cl.